Predict the product of the given reaction. From a dataset of Forward reaction prediction with 1.9M reactions from USPTO patents (1976-2016). (1) Given the reactants [Br:1][C:2]1[C:10]2[C:5](=[N:6][C:7](S(C)(=O)=O)=[N:8][CH:9]=2)[N:4]([CH3:15])[N:3]=1.[NH3:16], predict the reaction product. The product is: [Br:1][C:2]1[C:10]2[C:5](=[N:6][CH:7]=[N:8][C:9]=2[NH2:16])[N:4]([CH3:15])[N:3]=1. (2) Given the reactants [Cl-].[C:2]([CH2:4][P+](C1C=CC=CC=1)(C1C=CC=CC=1)C1C=CC=CC=1)#[N:3].CC(C)([O-])C.[K+].[CH:30]([C:32]1[C:37]([NH:38][C:39]([O:41][CH2:42][CH3:43])=[O:40])=[CH:36][C:35]([C:44]2[CH:45]=[CH:46][C:47](=[O:53])[N:48]([CH:50]([CH3:52])[CH3:51])[N:49]=2)=[C:34]([C:54]2[CH:59]=[CH:58][CH:57]=[CH:56][CH:55]=2)[N:33]=1)=O.O, predict the reaction product. The product is: [C:2]([CH:4]=[CH:30][C:32]1[C:37]([NH:38][C:39]([O:41][CH2:42][CH3:43])=[O:40])=[CH:36][C:35]([C:44]2[CH:45]=[CH:46][C:47](=[O:53])[N:48]([CH:50]([CH3:52])[CH3:51])[N:49]=2)=[C:34]([C:54]2[CH:59]=[CH:58][CH:57]=[CH:56][CH:55]=2)[N:33]=1)#[N:3].